From a dataset of Full USPTO retrosynthesis dataset with 1.9M reactions from patents (1976-2016). Predict the reactants needed to synthesize the given product. (1) Given the product [Cl:2][C:3]1[CH:4]=[C:5]([N:9]2[C:13]([CH2:14][NH:15][C:33]([NH:32][C:29]3[CH:30]=[CH:31][C:26]([C:22]([CH3:25])([CH2:21][OH:20])[CH2:23][OH:24])=[C:27]([F:42])[CH:28]=3)=[O:34])=[CH:12][C:11]([C:16]([F:17])([F:18])[F:19])=[N:10]2)[CH:6]=[CH:7][CH:8]=1, predict the reactants needed to synthesize it. The reactants are: Cl.[Cl:2][C:3]1[CH:4]=[C:5]([N:9]2[C:13]([CH2:14][NH2:15])=[CH:12][C:11]([C:16]([F:19])([F:18])[F:17])=[N:10]2)[CH:6]=[CH:7][CH:8]=1.[OH:20][CH2:21][C:22]([C:26]1[CH:31]=[CH:30][C:29]([NH:32][C:33](=O)[O:34]C2C=CC=CC=2)=[CH:28][C:27]=1[F:42])([CH3:25])[CH2:23][OH:24]. (2) Given the product [C:6]1([N:2]2[N:25]=[N:24][C:4]([CH2:12][P:13](=[O:20])([O:17][CH2:18][CH3:19])[O:14][CH2:15][CH3:16])=[N:3]2)[CH:7]=[CH:11][CH:10]=[CH:9][CH:5]=1, predict the reactants needed to synthesize it. The reactants are: C[N:2]1[C:6]([C:7]2S[CH:9]=[CH:10][CH:11]=2)=[CH:5][C:4]([CH2:12][P:13](=[O:20])([O:17][CH2:18][CH3:19])[O:14][CH2:15][CH3:16])=[N:3]1.BrCC1C=C(C2SC=CC=2)[N:25](C)[N:24]=1. (3) Given the product [CH3:1][C:2]1[C:7]2[CH2:8][CH2:9][CH2:10][CH2:11][N:12]([C:13](=[O:51])[CH2:14][N:15]3[C:21]4[CH:22]=[CH:23][CH:24]=[CH:25][C:20]=4[N:19]([C:26]4[CH:31]=[CH:30][CH:29]=[CH:28][CH:27]=4)[C:18](=[O:32])[CH:17]([CH2:33][C:34]4[C:42]5[C:37](=[CH:38][CH:39]=[CH:40][CH:41]=5)[NH:36][N:35]=4)[C:16]3=[O:50])[C:6]=2[CH:5]=[C:4]([CH3:52])[CH:3]=1, predict the reactants needed to synthesize it. The reactants are: [CH3:1][C:2]1[C:7]2[CH2:8][CH2:9][CH2:10][CH2:11][N:12]([C:13](=[O:51])[CH2:14][N:15]3[C:21]4[CH:22]=[CH:23][CH:24]=[CH:25][C:20]=4[N:19]([C:26]4[CH:31]=[CH:30][CH:29]=[CH:28][CH:27]=4)[C:18](=[O:32])[CH:17]([CH2:33][C:34]4[C:42]5[C:37](=[CH:38][CH:39]=[CH:40][CH:41]=5)[N:36](C(OC(C)(C)C)=O)[N:35]=4)[C:16]3=[O:50])[C:6]=2[CH:5]=[C:4]([CH3:52])[CH:3]=1.FC(F)(F)C(O)=O. (4) Given the product [CH2:26]([O:24][C:23](=[O:25])[CH2:22][CH2:21][C:10]1[CH:9]=[C:8]([C:5]2[CH:4]=[CH:3][C:2]([Cl:1])=[CH:7][CH:6]=2)[N:12]([C:13]2[CH:18]=[CH:17][C:16]([O:19][CH3:20])=[CH:15][CH:14]=2)[N:11]=1)[CH3:27], predict the reactants needed to synthesize it. The reactants are: [Cl:1][C:2]1[CH:7]=[CH:6][C:5]([C:8]2[N:12]([C:13]3[CH:18]=[CH:17][C:16]([O:19][CH3:20])=[CH:15][CH:14]=3)[N:11]=[C:10]([CH2:21][CH2:22][C:23]([OH:25])=[O:24])[CH:9]=2)=[CH:4][CH:3]=1.[CH2:26](O)[CH3:27].OS(O)(=O)=O.CCCCCC. (5) Given the product [CH3:37][S:38]([O:15][C@H:16]1[CH2:19][C@@H:18]([CH2:20][N:21]([C:22]([O:23][C:24]([CH3:25])([CH3:26])[CH3:27])=[O:28])[CH3:29])[CH2:17]1)(=[O:40])=[O:39], predict the reactants needed to synthesize it. The reactants are: C(NC[C@@H]1C[C@H](O)C1)C1C=CC=CC=1.[OH:15][C@@H:16]1[CH2:19][C@H:18]([CH2:20][N:21]([CH3:29])[C:22](=[O:28])[O:23][C:24]([CH3:27])([CH3:26])[CH3:25])[CH2:17]1.C(N(CC)CC)C.[CH3:37][S:38](Cl)(=[O:40])=[O:39]. (6) Given the product [NH2:17][CH:12]([C:11]1[CH:14]=[CH:15][CH:16]=[C:9]([O:8][CH2:1][C:2]2[CH:7]=[CH:6][CH:5]=[CH:4][CH:3]=2)[CH:10]=1)[C:22]#[N:23], predict the reactants needed to synthesize it. The reactants are: [CH2:1]([O:8][C:9]1[CH:10]=[C:11]([CH:14]=[CH:15][CH:16]=1)[CH:12]=O)[C:2]1[CH:7]=[CH:6][CH:5]=[CH:4][CH:3]=1.[NH3:17].C[Si]([C:22]#[N:23])(C)C. (7) The reactants are: [CH3:1][N:2]1[C:6]([C:7]([NH2:9])=[O:8])=[C:5]([N+:10]([O-])=O)[C:4]([CH2:13][CH2:14][CH3:15])=[N:3]1.[H][H]. Given the product [NH2:10][C:5]1[C:4]([CH2:13][CH2:14][CH3:15])=[N:3][N:2]([CH3:1])[C:6]=1[C:7]([NH2:9])=[O:8], predict the reactants needed to synthesize it. (8) Given the product [CH2:1]([O:8][C:9]1[CH:10]=[CH:11][C:12]([C:15]2[N:19]([CH:20]3[CH2:21][CH2:22][CH2:23][CH2:24][CH2:25]3)[C:18]3[CH:26]=[CH:27][C:28]([C:30]4[NH:38][N:37]=[N:36][N:31]=4)=[CH:29][C:17]=3[N:16]=2)=[CH:13][CH:14]=1)[C:2]1[CH:7]=[CH:6][CH:5]=[CH:4][CH:3]=1, predict the reactants needed to synthesize it. The reactants are: [CH2:1]([O:8][C:9]1[CH:14]=[CH:13][C:12]([C:15]2[N:19]([CH:20]3[CH2:25][CH2:24][CH2:23][CH2:22][CH2:21]3)[C:18]3[CH:26]=[CH:27][C:28]([C:30]#[N:31])=[CH:29][C:17]=3[N:16]=2)=[CH:11][CH:10]=1)[C:2]1[CH:7]=[CH:6][CH:5]=[CH:4][CH:3]=1.C[Sn]([N:36]=[N+:37]=[N-:38])(C)C. (9) Given the product [CH3:39][O:38][C:34](=[O:37])/[CH:35]=[CH:36]/[C:8]1[CH:9]=[N:10][C:11]([C:14]2[CH:19]=[CH:18][CH:17]=[CH:16][CH:15]=2)=[N:12][CH:13]=1, predict the reactants needed to synthesize it. The reactants are: O1CCOCC1.Br[C:8]1[CH:9]=[N:10][C:11]([C:14]2[CH:19]=[CH:18][CH:17]=[CH:16][CH:15]=2)=[N:12][CH:13]=1.CN(C1CCCCC1)C1CCCCC1.[C:34]([O:38][CH3:39])(=[O:37])[CH:35]=[CH2:36]. (10) Given the product [CH3:1][O:2][C:3]1[CH:26]=[CH:25][C:6]([CH2:7][O:8][C:9]2[C:14](=[O:15])[CH:13]=[CH:12][N:11]([C:16]3[CH:21]=[C:20]([C:28]4[CH:33]=[CH:32][CH:31]=[CH:30][CH:29]=4)[CH:19]=[CH:18][N:17]=3)[CH:10]=2)=[CH:5][CH:4]=1, predict the reactants needed to synthesize it. The reactants are: [CH3:1][O:2][C:3]1[CH:26]=[CH:25][C:6]([CH2:7][O:8][C:9]2[C:14](=[O:15])[CH:13]=[CH:12][N:11]([C:16]3[CH:21]=[C:20](B(O)O)[CH:19]=[CH:18][N:17]=3)[CH:10]=2)=[CH:5][CH:4]=1.I[C:28]1[CH:33]=[CH:32][CH:31]=[CH:30][CH:29]=1.C(=O)([O-])[O-].[Cs+].[Cs+].